This data is from Forward reaction prediction with 1.9M reactions from USPTO patents (1976-2016). The task is: Predict the product of the given reaction. (1) Given the reactants [NH2:1][C:2]1[CH:20]=[CH:19][C:5]([C:6]([C:8]2[CH:9]=[CH:10][C:11]([F:18])=[C:12]([CH:17]=2)[C:13]([O:15][CH3:16])=[O:14])=[O:7])=[CH:4][CH:3]=1.[Cl:21][C:22]1[CH:23]=[C:24]([CH:28]=[CH:29][CH:30]=1)[C:25](Cl)=[O:26], predict the reaction product. The product is: [Cl:21][C:22]1[CH:23]=[C:24]([CH:28]=[CH:29][CH:30]=1)[C:25]([NH:1][C:2]1[CH:20]=[CH:19][C:5]([C:6]([C:8]2[CH:9]=[CH:10][C:11]([F:18])=[C:12]([CH:17]=2)[C:13]([O:15][CH3:16])=[O:14])=[O:7])=[CH:4][CH:3]=1)=[O:26]. (2) Given the reactants [C:1]([O:5][C:6]([NH:8][C:9]([CH3:13])([CH3:12])[CH2:10][OH:11])=[O:7])([CH3:4])([CH3:3])[CH3:2].[OH-].[Na+].[C:16]1([CH3:26])[CH:21]=[CH:20][C:19]([S:22](Cl)(=[O:24])=[O:23])=[CH:18][CH:17]=1, predict the reaction product. The product is: [C:16]1([CH3:26])[CH:21]=[CH:20][C:19]([S:22]([O:11][CH2:10][C:9]([NH:8][C:6]([O:5][C:1]([CH3:4])([CH3:3])[CH3:2])=[O:7])([CH3:13])[CH3:12])(=[O:24])=[O:23])=[CH:18][CH:17]=1. (3) Given the reactants [CH2:1]([Mg]Br)[CH3:2].[C:5](#[N:12])[C:6]1[CH:11]=[CH:10][CH:9]=[CH:8][CH:7]=1.B(F)(F)F.CCOCC.Cl.[OH-].[Na+], predict the reaction product. The product is: [C:6]1([C:5]2([NH2:12])[CH2:2][CH2:1]2)[CH:11]=[CH:10][CH:9]=[CH:8][CH:7]=1. (4) Given the reactants [N+:1]([C:4]1[CH:9]=[CH:8][CH:7]=[CH:6][C:5]=1[C:10]([C:12]1[S:13][CH:14]=[CH:15][N:16]=1)=[O:11])([O-])=O.[Cl-].[NH4+], predict the reaction product. The product is: [NH2:1][C:4]1[CH:9]=[CH:8][CH:7]=[CH:6][C:5]=1[C:10]([C:12]1[S:13][CH:14]=[CH:15][N:16]=1)=[O:11]. (5) Given the reactants [NH2:1][C:2]1[CH:3]=[CH:4][C:5]2[O:10][C:9]([CH3:12])([CH3:11])[C:8](=[O:13])[N:7]([CH2:14][CH2:15][CH2:16][O:17][CH3:18])[C:6]=2[CH:19]=1.[CH3:20][C:21](O)=O.[BH3-][C:25]#N.[Na+].[OH-].[Na+], predict the reaction product. The product is: [CH:21]1([NH:1][C:2]2[CH:3]=[CH:4][C:5]3[O:10][C:9]([CH3:12])([CH3:11])[C:8](=[O:13])[N:7]([CH2:14][CH2:15][CH2:16][O:17][CH3:18])[C:6]=3[CH:19]=2)[CH2:20][CH2:25]1. (6) The product is: [OH:32][C:23]1[C:22](=[O:21])[N:9]([CH2:8][CH2:7][CH2:6][N:1]2[CH:5]=[CH:4][N:3]=[CH:2]2)[CH:15]([C:14]2[CH:17]=[CH:18][C:11]([CH3:10])=[CH:12][CH:13]=2)[C:24]=1[C:25]1[CH:30]=[CH:29][C:28]([OH:31])=[CH:27][CH:26]=1. Given the reactants [N:1]1([CH2:6][CH2:7][CH2:8][NH2:9])[CH:5]=[CH:4][N:3]=[CH:2]1.[CH3:10][C:11]1[CH:18]=[CH:17][C:14]([CH:15]=O)=[CH:13][CH:12]=1.C([O:21][C:22](=O)[C:23](=[O:32])[CH2:24][C:25]1[CH:30]=[CH:29][C:28]([OH:31])=[CH:27][CH:26]=1)C, predict the reaction product. (7) Given the reactants [OH:1][C:2]1[CH:3]=[C:4]([C:8]2[CH:13]=[CH:12][C:11]([N:14]3[CH:18]=[C:17]([NH:19][C:20]([NH2:22])=[O:21])[C:16]([C:23]([NH2:25])=[O:24])=[N:15]3)=[CH:10][C:9]=2[CH3:26])[CH:5]=[CH:6][CH:7]=1.Br[CH2:28][C:29]#[N:30].C(=O)([O-])[O-].[K+].[K+], predict the reaction product. The product is: [C:29]([CH2:28][O:1][C:2]1[CH:3]=[C:4]([C:8]2[CH:13]=[CH:12][C:11]([N:14]3[CH:18]=[C:17]([NH:19][C:20]([NH2:22])=[O:21])[C:16]([C:23]([NH2:25])=[O:24])=[N:15]3)=[CH:10][C:9]=2[CH3:26])[CH:5]=[CH:6][CH:7]=1)#[N:30]. (8) Given the reactants Cl.[CH2:2]([C@@H:4]1[CH2:8][NH:7][CH2:6][C@H:5]1[C:9]1[NH:10][C:11](=[O:24])[C:12]2[CH:17]=[N:16][N:15]([CH:18]3[CH2:23][CH2:22][O:21][CH2:20][CH2:19]3)[C:13]=2[N:14]=1)[CH3:3].C(=O)([O-])[O-].[K+].[K+].Br.Br[CH2:33][C:34]1[CH:39]=[CH:38][CH:37]=[CH:36][N:35]=1, predict the reaction product. The product is: [CH2:2]([C@@H:4]1[CH2:8][N:7]([CH2:33][C:34]2[CH:39]=[CH:38][CH:37]=[CH:36][N:35]=2)[CH2:6][C@H:5]1[C:9]1[NH:10][C:11](=[O:24])[C:12]2[CH:17]=[N:16][N:15]([CH:18]3[CH2:19][CH2:20][O:21][CH2:22][CH2:23]3)[C:13]=2[N:14]=1)[CH3:3]. (9) Given the reactants [OH:1][C:2]1[CH:7]=[CH:6][C:5]([B:8]([OH:10])[OH:9])=[CH:4][CH:3]=1.C(=O)([O-])[O-].[K+].[K+].F[C:18]1[CH:23]=[CH:22][C:21]([N+:24]([O-:26])=[O:25])=[CH:20][CH:19]=1.Cl, predict the reaction product. The product is: [N+:24]([C:21]1[CH:22]=[CH:23][C:18]([O:1][C:2]2[CH:7]=[CH:6][C:5]([B:8]([OH:10])[OH:9])=[CH:4][CH:3]=2)=[CH:19][CH:20]=1)([O-:26])=[O:25].